This data is from Forward reaction prediction with 1.9M reactions from USPTO patents (1976-2016). The task is: Predict the product of the given reaction. (1) Given the reactants BrC1C=C(CCO)C=CC=1C.[Br:12][C:13]1[CH:14]=[C:15]([CH2:21][C:22](O)=[O:23])[CH:16]=[CH:17][C:18]=1[O:19][CH3:20].BrC1C=C(CC(O)=O)C=CC=1C, predict the reaction product. The product is: [Br:12][C:13]1[CH:14]=[C:15]([CH2:21][CH2:22][OH:23])[CH:16]=[CH:17][C:18]=1[O:19][CH3:20]. (2) Given the reactants C([O:3][C:4](=O)[CH2:5][CH:6]1[CH2:11][CH2:10][CH:9]([C:12]2[CH:17]=[CH:16][C:15]([C:18]3[O:22][C:21]([NH:23][C:24]4[CH:29]=[CH:28][CH:27]=[C:26]([Cl:30])[CH:25]=4)=[N:20][CH:19]=3)=[CH:14][CH:13]=2)[CH2:8][CH2:7]1)C.CC(C[AlH]CC(C)C)C.CO.O, predict the reaction product. The product is: [Cl:30][C:26]1[CH:25]=[C:24]([NH:23][C:21]2[O:22][C:18]([C:15]3[CH:16]=[CH:17][C:12]([CH:9]4[CH2:8][CH2:7][CH:6]([CH2:5][CH:4]=[O:3])[CH2:11][CH2:10]4)=[CH:13][CH:14]=3)=[CH:19][N:20]=2)[CH:29]=[CH:28][CH:27]=1.